Dataset: Merck oncology drug combination screen with 23,052 pairs across 39 cell lines. Task: Regression. Given two drug SMILES strings and cell line genomic features, predict the synergy score measuring deviation from expected non-interaction effect. (1) Drug 1: CN(Cc1cnc2nc(N)nc(N)c2n1)c1ccc(C(=O)NC(CCC(=O)O)C(=O)O)cc1. Drug 2: CS(=O)(=O)CCNCc1ccc(-c2ccc3ncnc(Nc4ccc(OCc5cccc(F)c5)c(Cl)c4)c3c2)o1. Cell line: VCAP. Synergy scores: synergy=1.13. (2) Drug 1: O=P1(N(CCCl)CCCl)NCCCO1. Drug 2: CS(=O)(=O)CCNCc1ccc(-c2ccc3ncnc(Nc4ccc(OCc5cccc(F)c5)c(Cl)c4)c3c2)o1. Cell line: CAOV3. Synergy scores: synergy=12.8.